Task: Predict which catalyst facilitates the given reaction.. Dataset: Catalyst prediction with 721,799 reactions and 888 catalyst types from USPTO Reactant: [NH2:1][C:2]1[CH:3]=[CH:4][C:5]([O:11][C:12]([F:15])([F:14])[F:13])=[C:6]([CH:10]=1)[C:7]([OH:9])=O.C([O-])(O)=O.[Na+]. Product: [O:9]1[C:10]2[CH:6]=[CH:5][CH:4]=[CH:3][C:2]=2[N:1]=[C:7]1[C:6]1[CH:10]=[C:2]([NH2:1])[CH:3]=[CH:4][C:5]=1[O:11][C:12]([F:15])([F:14])[F:13]. The catalyst class is: 3.